Dataset: Full USPTO retrosynthesis dataset with 1.9M reactions from patents (1976-2016). Task: Predict the reactants needed to synthesize the given product. The reactants are: [O:1]=[C:2]1[CH2:7][CH2:6][C:5]([C:12]2[CH:17]=[CH:16][CH:15]=[CH:14][CH:13]=2)([C:8]([O:10][CH3:11])=[O:9])[CH2:4][CH2:3]1.C1COCC1.C[Si]([N-][Si](C)(C)C)(C)C.[Na+].C1C(Cl)=CN=C(N([S:41]([C:44]([F:47])([F:46])[F:45])(=[O:43])=[O:42])[S:41]([C:44]([F:47])([F:46])[F:45])(=[O:43])=[O:42])C=1. Given the product [F:45][C:44]([F:47])([F:46])[S:41]([O:1][C:2]1[CH2:3][CH2:4][C:5]([C:8]([O:10][CH3:11])=[O:9])([C:12]2[CH:13]=[CH:14][CH:15]=[CH:16][CH:17]=2)[CH2:6][CH:7]=1)(=[O:43])=[O:42], predict the reactants needed to synthesize it.